Dataset: Catalyst prediction with 721,799 reactions and 888 catalyst types from USPTO. Task: Predict which catalyst facilitates the given reaction. (1) Reactant: [CH3:1][O:2][C:3]1[CH:4]=[C:5]([OH:11])[CH:6]=[C:7]([O:9][CH3:10])[CH:8]=1.[H-].[Na+].Br[C:15]1[CH:16]=[N:17][CH:18]=[C:19]([Br:21])[CH:20]=1. The catalyst class is: 9. Product: [Br:21][C:19]1[CH:18]=[N:17][CH:16]=[C:15]([O:11][C:5]2[CH:6]=[C:7]([O:9][CH3:10])[CH:8]=[C:3]([O:2][CH3:1])[CH:4]=2)[CH:20]=1. (2) Reactant: Br[CH2:2][CH2:3][N:4]1[C:12]2[C:7](=[CH:8][C:9]([Cl:13])=[CH:10][CH:11]=2)[CH:6]=[C:5]1[CH2:14][N:15]1[C:19]2=[CH:20][N:21]=[CH:22][CH:23]=[C:18]2[C:17]2([CH2:25][CH2:24]2)[C:16]1=[O:26].[NH:27]1[CH2:31][C:30](=[O:32])[NH:29][C:28]1=[O:33].[F-].C([N+](CCCC)(CCCC)CCCC)CCC.C(=O)([O-])[O-].[K+].[K+]. Product: [Cl:13][C:9]1[CH:8]=[C:7]2[C:12](=[CH:11][CH:10]=1)[N:4]([CH2:3][CH2:2][N:29]1[C:30](=[O:32])[CH2:31][NH:27][C:28]1=[O:33])[C:5]([CH2:14][N:15]1[C:19]3=[CH:20][N:21]=[CH:22][CH:23]=[C:18]3[C:17]3([CH2:24][CH2:25]3)[C:16]1=[O:26])=[CH:6]2. The catalyst class is: 7. (3) Reactant: [NH2:1][C:2]1[CH:3]=[C:4]([C:8]2[N:17]=[C:16]([NH:18][C:19]3[CH:20]=[C:21]4[C:25](=[CH:26][CH:27]=3)[N:24]([C:28]([O:30][C:31]([CH3:34])([CH3:33])[CH3:32])=[O:29])[N:23]=[CH:22]4)[C:15]3[C:10](=[CH:11][CH:12]=[CH:13][CH:14]=3)[N:9]=2)[CH:5]=[CH:6][CH:7]=1.C1COCC1.C([O-])(O)=O.[Na+].[Cl:45][CH2:46][C:47](Cl)=[O:48]. Product: [Cl:45][CH2:46][C:47]([NH:1][C:2]1[CH:3]=[C:4]([C:8]2[N:17]=[C:16]([NH:18][C:19]3[CH:20]=[C:21]4[C:25](=[CH:26][CH:27]=3)[N:24]([C:28]([O:30][C:31]([CH3:34])([CH3:33])[CH3:32])=[O:29])[N:23]=[CH:22]4)[C:15]3[C:10](=[CH:11][CH:12]=[CH:13][CH:14]=3)[N:9]=2)[CH:5]=[CH:6][CH:7]=1)=[O:48]. The catalyst class is: 25. (4) Reactant: C(O)(C(F)(F)F)=O.C(OC([N:15]([C:43]1[CH:48]=[CH:47][C:46]([CH3:49])=[CH:45][N:44]=1)[CH2:16][CH2:17][CH2:18][O:19][C:20]1[CH:42]=[CH:41][C:23]([CH2:24][C@@H:25]([C:37]([O:39][CH3:40])=[O:38])[NH:26][C:27](=[O:36])[C:28]2[C:33]([Cl:34])=[CH:32][CH:31]=[CH:30][C:29]=2[Cl:35])=[CH:22][CH:21]=1)=O)(C)(C)C. Product: [Cl:35][C:29]1[CH:30]=[CH:31][CH:32]=[C:33]([Cl:34])[C:28]=1[C:27]([NH:26][C@H:25]([C:37]([O:39][CH3:40])=[O:38])[CH2:24][C:23]1[CH:41]=[CH:42][C:20]([O:19][CH2:18][CH2:17][CH2:16][NH:15][C:43]2[CH:48]=[CH:47][C:46]([CH3:49])=[CH:45][N:44]=2)=[CH:21][CH:22]=1)=[O:36]. The catalyst class is: 4. (5) Reactant: [Si:1]([O:8][CH2:9][CH2:10][O:11][C:12]1[CH:21]=[C:20]2[C:15]([N:16]=[CH:17][C:18]([C:22]3[CH:28]=[CH:27][C:25]([NH2:26])=[CH:24][CH:23]=3)=[N:19]2)=[CH:14][CH:13]=1)([C:4]([CH3:7])([CH3:6])[CH3:5])([CH3:3])[CH3:2].C=O.C[O-].[Na+].B.[Na].[C:36](=O)([O-])O.[Na+]. Product: [Si:1]([O:8][CH2:9][CH2:10][O:11][C:12]1[CH:21]=[C:20]2[C:15]([N:16]=[CH:17][C:18]([C:22]3[CH:28]=[CH:27][C:25]([NH:26][CH3:36])=[CH:24][CH:23]=3)=[N:19]2)=[CH:14][CH:13]=1)([C:4]([CH3:7])([CH3:5])[CH3:6])([CH3:3])[CH3:2]. The catalyst class is: 5. (6) Reactant: [OH:1][CH2:2][C@H:3]([NH:11][C:12]([C@H:14]1[CH2:16][C@@H:15]1[C:17]1[S:18][CH:19]=[CH:20][CH:21]=1)=[O:13])[C:4]1[CH:9]=[CH:8][C:7]([OH:10])=[CH:6][CH:5]=1.[CH2:22]([CH:24]([CH2:27][CH3:28])[CH2:25]Br)[CH3:23].C([O-])([O-])=[O:30].[K+].[K+]. Product: [OH:1][CH:2]([OH:30])[C@H:3]([NH:11][C:12]([C@H:14]1[CH2:16][C@@H:15]1[C:17]1[S:18][CH:19]=[CH:20][CH:21]=1)=[O:13])[C:4]1[CH:5]=[CH:6][C:7]([O:10][CH2:25][CH:24]([CH2:27][CH3:28])[CH2:22][CH3:23])=[CH:8][CH:9]=1. The catalyst class is: 215. (7) Reactant: [OH:1][C:2]1[CH:14]=[CH:13][C:5]([O:6][CH:7]([CH3:12])[C:8]([NH:10][CH3:11])=[O:9])=[CH:4][CH:3]=1.[F:15][C:16]1[CH:23]=[CH:22][CH:21]=[CH:20][C:17]=1[CH2:18]Br.C(=O)([O-])[O-].[K+].[K+]. Product: [F:15][C:16]1[CH:23]=[CH:22][CH:21]=[CH:20][C:17]=1[CH2:18][O:1][C:2]1[CH:3]=[CH:4][C:5]([O:6][CH:7]([CH3:12])[C:8]([NH:10][CH3:11])=[O:9])=[CH:13][CH:14]=1. The catalyst class is: 131. (8) Reactant: [CH2:1]([NH2:5])[CH2:2][CH2:3][CH3:4].[C:6]1(=O)[CH2:11][CH2:10][CH2:9][CH2:8][CH2:7]1. Product: [CH2:1]([N:5]=[C:6]1[CH2:11][CH2:10][CH2:9][CH2:8][CH2:7]1)[CH2:2][CH2:3][CH3:4]. The catalyst class is: 11.